This data is from hERG Central: cardiac toxicity at 1µM, 10µM, and general inhibition. The task is: Predict hERG channel inhibition at various concentrations. The drug is Cc1cc(OCc2cc(C(=O)N(C)C3CCOC3)no2)cc(C)c1Cl. Results: hERG_inhib (hERG inhibition (general)): blocker.